From a dataset of NCI-60 drug combinations with 297,098 pairs across 59 cell lines. Regression. Given two drug SMILES strings and cell line genomic features, predict the synergy score measuring deviation from expected non-interaction effect. (1) Drug 1: CC1=CC2C(CCC3(C2CCC3(C(=O)C)OC(=O)C)C)C4(C1=CC(=O)CC4)C. Drug 2: C1=C(C(=O)NC(=O)N1)N(CCCl)CCCl. Cell line: MCF7. Synergy scores: CSS=3.83, Synergy_ZIP=-4.71, Synergy_Bliss=-3.59, Synergy_Loewe=-23.5, Synergy_HSA=-12.5. (2) Drug 1: CCCS(=O)(=O)NC1=C(C(=C(C=C1)F)C(=O)C2=CNC3=C2C=C(C=N3)C4=CC=C(C=C4)Cl)F. Drug 2: C1=CC(=CC=C1CCC2=CNC3=C2C(=O)NC(=N3)N)C(=O)NC(CCC(=O)O)C(=O)O. Cell line: SK-MEL-2. Synergy scores: CSS=14.7, Synergy_ZIP=-2.79, Synergy_Bliss=2.67, Synergy_Loewe=-21.1, Synergy_HSA=-0.489.